From a dataset of Full USPTO retrosynthesis dataset with 1.9M reactions from patents (1976-2016). Predict the reactants needed to synthesize the given product. Given the product [Cl:2][C:3]1[CH:28]=[CH:27][C:6]2[N:7]3[C:11]([CH2:12][N:13]([CH2:37][C:38]4[CH:43]=[CH:42][CH:41]=[CH:40][N:39]=4)[CH2:14][C:5]=2[CH:4]=1)=[N:10][N:9]=[C:8]3[C@H:15]1[CH2:20][CH2:19][C@H:18]([C:21]2[CH:22]=[CH:23][CH:24]=[CH:25][CH:26]=2)[CH2:17][CH2:16]1, predict the reactants needed to synthesize it. The reactants are: Cl.[Cl:2][C:3]1[CH:28]=[CH:27][C:6]2[N:7]3[C:11]([CH2:12][NH:13][CH2:14][C:5]=2[CH:4]=1)=[N:10][N:9]=[C:8]3[C@H:15]1[CH2:20][CH2:19][C@H:18]([C:21]2[CH:26]=[CH:25][CH:24]=[CH:23][CH:22]=2)[CH2:17][CH2:16]1.C(=O)([O-])[O-].[K+].[K+].Br.Br[CH2:37][C:38]1[CH:43]=[CH:42][CH:41]=[CH:40][N:39]=1.